The task is: Predict the product of the given reaction.. This data is from Forward reaction prediction with 1.9M reactions from USPTO patents (1976-2016). (1) Given the reactants C(OC([N:8]1[CH2:12][CH:11]([F:13])[CH2:10][C@:9]1([C:17](=[O:26])[C:18]1[CH:23]=[CH:22][C:21]([Cl:24])=[C:20]([Cl:25])[CH:19]=1)[CH2:14][CH2:15][CH3:16])=O)(C)(C)C, predict the reaction product. The product is: [Cl:25][C:20]1[CH:19]=[C:18]([C:17]([C@@:9]2([CH2:14][CH2:15][CH3:16])[CH2:10][C@H:11]([F:13])[CH2:12][NH:8]2)=[O:26])[CH:23]=[CH:22][C:21]=1[Cl:24]. (2) The product is: [F:1][C:2]1([F:52])[C:6]2[N:7]([CH2:14][C:15]([NH:17][C@H:18]([C:28]3[C:33]([C:34]4[CH:35]=[CH:36][C:37]5[N:38]([C:39](=[O:44])[NH:68][N:69]=5)[CH:43]=4)=[CH:32][CH:31]=[C:30]([C:45]#[C:46][C:47]([OH:50])([CH3:49])[CH3:48])[N:29]=3)[CH2:19][C:20]3[CH:21]=[C:22]([F:27])[CH:23]=[C:24]([F:26])[CH:25]=3)=[O:16])[N:8]=[C:9]([C:10]([F:13])([F:12])[F:11])[C:5]=2[C@H:4]2[CH2:51][C@@H:3]12. Given the reactants [F:1][C:2]1([F:52])[C:6]2[N:7]([CH2:14][C:15]([NH:17][C@H:18]([C:28]3[C:33]([C:34]4[CH:43]=CC=C5[C:35]=4[CH:36]=[CH:37][NH:38][C:39]5=[O:44])=[CH:32][CH:31]=[C:30]([C:45]#[C:46][C:47]([OH:50])([CH3:49])[CH3:48])[N:29]=3)[CH2:19][C:20]3[CH:25]=[C:24]([F:26])[CH:23]=[C:22]([F:27])[CH:21]=3)=[O:16])[N:8]=[C:9]([C:10]([F:13])([F:12])[F:11])[C:5]=2[C@H:4]2[CH2:51][C@@H:3]12.CC1(C)C(C)(C)OB(C2C=CC3N(C(=O)[NH:68][N:69]=3)C=2)O1.C(#N)C.FC(F)(F)C(O)=O, predict the reaction product. (3) The product is: [F:1][C:2]([F:31])([F:30])[C:3]([OH:42])=[O:4].[F:1][C:2]([F:31])([F:30])[CH:3]([C:5]1[CH:10]=[CH:9][C:8]([C:11]2[S:12][C:13]3[C:18]([N:19]=2)=[CH:17][CH:16]=[C:15]([C:20]2([C:23]4[CH:28]=[CH:27][CH:26]=[CH:25][CH:24]=4)[CH2:22][CH2:21]2)[N:14]=3)=[C:7]([F:29])[CH:6]=1)[NH2:36]. Given the reactants [F:1][C:2]([F:31])([F:30])[C:3]([C:5]1[CH:10]=[CH:9][C:8]([C:11]2[S:12][C:13]3[C:18]([N:19]=2)=[CH:17][CH:16]=[C:15]([C:20]2([C:23]4[CH:28]=[CH:27][CH:26]=[CH:25][CH:24]=4)[CH2:22][CH2:21]2)[N:14]=3)=[C:7]([F:29])[CH:6]=1)=[O:4].C[Si]([N-:36][Si](C)(C)C)(C)C.[Li+].[O:42]1CCCC1.[OH-].[Na+], predict the reaction product. (4) Given the reactants [Cl:1][C:2]1[C:3]([N+:15]([O-])=O)=[C:4]([NH:8][CH:9]([CH2:13][CH3:14])[C:10](O)=[O:11])[CH:5]=[CH:6][CH:7]=1.Cl.O.O.Cl[Sn]Cl.[OH-].[K+], predict the reaction product. The product is: [Cl:1][C:2]1[CH:7]=[CH:6][CH:5]=[C:4]2[C:3]=1[NH:15][C:10](=[O:11])[CH:9]([CH2:13][CH3:14])[NH:8]2. (5) The product is: [F:48][C:7]1[CH:6]=[CH:5][C:4]([C:9]2[N:14]=[CH:13][N:12]=[C:11]([NH:15][C:16]3[CH:17]=[C:18]([CH2:22][CH2:23][S:24]([NH2:27])(=[O:25])=[O:26])[CH:19]=[CH:20][CH:21]=3)[N:10]=2)=[C:3]([O:2][CH3:1])[CH:8]=1. Given the reactants [CH3:1][O:2][C:3]1[CH:8]=[CH:7][CH:6]=[CH:5][C:4]=1[C:9]1[N:14]=[CH:13][N:12]=[C:11]([NH:15][C:16]2[CH:17]=[C:18]([CH2:22][CH2:23][S:24]([NH2:27])(=[O:26])=[O:25])[CH:19]=[CH:20][CH:21]=2)[N:10]=1.ClC1N=CN=C(NC2C=C(CCS(N)(=O)=O)C=CC=2)N=1.[F:48]C1C=CC(B(O)O)=C(OC)C=1, predict the reaction product.